The task is: Predict the reactants needed to synthesize the given product.. This data is from Retrosynthesis with 50K atom-mapped reactions and 10 reaction types from USPTO. (1) Given the product COCCOc1cc2c(OC(C)C)nc(Nc3cc(C)[nH]n3)cc2cc1OCC1COC(C)(C)O1, predict the reactants needed to synthesize it. The reactants are: CC(C)O.COCCOc1cc2c(Cl)nc(Nc3cc(C)[nH]n3)cc2cc1OCC1COC(C)(C)O1. (2) Given the product Nc1c2c(nc3c(-c4ncccn4)cccc13)CN(C1CCC1)C2=O, predict the reactants needed to synthesize it. The reactants are: CCCC[Sn](CCCC)(CCCC)c1ncccn1.Nc1c2c(nc3c(Br)cccc13)CN(C1CCC1)C2=O. (3) Given the product CC(C)(C)NC(=O)[C@@H]1CCCC[C@H]1C[C@@H](O)[C@H](Cc1ccccc1)NC(=O)[C@H](CC(N)=O)NC(=O)c1cc(Cl)cc(Cl)c1, predict the reactants needed to synthesize it. The reactants are: CC(C)(C)NC(=O)[C@@H]1CCCC[C@H]1C[C@@H](O)[C@H](Cc1ccccc1)NC(=O)[C@@H](N)CC(N)=O.O=C(O)c1cc(Cl)cc(Cl)c1. (4) Given the product CCOC(=O)CC1CCCn2c1cc1cc(OCc3ccc(OCC)c(OCC)c3)ccc12, predict the reactants needed to synthesize it. The reactants are: CCOC(=O)CC1CCCn2c1cc1cc(O)ccc12.CCOc1ccc(CCl)cc1OCC. (5) Given the product OC1C=CC(C2CC2)(C2CC2)C1, predict the reactants needed to synthesize it. The reactants are: O=C1C=CC(C2CC2)(C2CC2)C1. (6) Given the product CC(C)(C)NC(=O)N1CC(OC(c2ccc(Cl)cc2)c2ccccc2C(F)(F)F)C1, predict the reactants needed to synthesize it. The reactants are: CC(C)(C)N=C=O.FC(F)(F)c1ccccc1C(OC1CNC1)c1ccc(Cl)cc1. (7) The reactants are: O=C(CCCl)c1ccccc1. Given the product O[C@@H](CCCl)c1ccccc1, predict the reactants needed to synthesize it. (8) Given the product Cc1ncccc1C(=O)c1cc(Cl)ccc1NS(=O)(=O)c1ccc(S(C)(=O)=O)cc1, predict the reactants needed to synthesize it. The reactants are: CS(=O)(=O)c1ccc(S(=O)(=O)Cl)cc1.Cc1ncccc1C(=O)c1cc(Cl)ccc1N. (9) Given the product OCc1nn(Cc2ccccc2)c2ccccc12, predict the reactants needed to synthesize it. The reactants are: O=Cc1nn(Cc2ccccc2)c2ccccc12.